Dataset: Catalyst prediction with 721,799 reactions and 888 catalyst types from USPTO. Task: Predict which catalyst facilitates the given reaction. (1) Reactant: [Si:1]([O:8][CH2:9][CH:10]1[O:15][CH2:14][CH2:13][N:12](C(OC(C)(C)C)=O)[CH2:11]1)([C:4]([CH3:7])([CH3:6])[CH3:5])([CH3:3])[CH3:2].N1C(C)=CC=CC=1C.FC(F)(F)S(O[Si](C)(C)C)(=O)=O. Product: [Si:1]([O:8][CH2:9][CH:10]1[O:15][CH2:14][CH2:13][NH:12][CH2:11]1)([C:4]([CH3:7])([CH3:5])[CH3:6])([CH3:2])[CH3:3]. The catalyst class is: 4. (2) Reactant: [CH3:1][C:2]1([CH3:15])[C:6]2=[CH:7][C:8]3[CH:9]=[C:10]([NH2:14])[CH:11]=[CH:12][C:13]=3[N:5]2[CH2:4][CH2:3]1.[O:16]1[C:20]2[CH:21]=[CH:22][C:23]([C:25]3([C:28](O)=[O:29])[CH2:27][CH2:26]3)=[CH:24][C:19]=2[O:18][CH2:17]1.C(N(CC)CC)C.CN(C(ON1N=NC2C=CC=NC1=2)=[N+](C)C)C.F[P-](F)(F)(F)(F)F. Product: [O:16]1[C:20]2[CH:21]=[CH:22][C:23]([C:25]3([C:28]([NH:14][C:10]4[CH:11]=[CH:12][C:13]5[N:5]6[CH2:4][CH2:3][C:2]([CH3:15])([CH3:1])[C:6]6=[CH:7][C:8]=5[CH:9]=4)=[O:29])[CH2:26][CH2:27]3)=[CH:24][C:19]=2[O:18][CH2:17]1. The catalyst class is: 9. (3) Reactant: CO[C:3](=[O:35])[C:4]1[CH:9]=[C:8]([Cl:10])[C:7]([N:11]([CH3:13])[CH3:12])=[CH:6][C:5]=1[O:14][CH2:15][CH2:16][CH2:17][N:18]1[CH2:23][CH2:22][C:21]([CH2:25][C:26]2[CH:31]=[CH:30][C:29]([F:32])=[CH:28][CH:27]=2)([OH:24])[C:20]([CH3:34])([CH3:33])[CH2:19]1.CCOC(C1C[N:45](C(OC(C)(C)C)=O)[C:44]2C=C(Cl)C(N(C)C)=CC=2O1)=O.CO[C:64](=[O:95])[C:65]1[CH:70]=[C:69]([Cl:71])[C:68]([NH:72][CH3:73])=[CH:67][C:66]=1[O:74][CH2:75][CH2:76][CH2:77][N:78]1[CH2:83][CH2:82][C:81]([CH2:85][C:86]2[CH:91]=[CH:90][C:89]([F:92])=[CH:88][CH:87]=2)([OH:84])[C:80]([CH3:94])([CH3:93])[CH2:79]1.CN. Product: [Cl:10][C:8]1[C:7]([N:11]([CH3:13])[CH3:12])=[CH:6][C:5]([O:14][CH2:15][CH2:16][CH2:17][N:18]2[CH2:23][CH2:22][C:21]([CH2:25][C:26]3[CH:31]=[CH:30][C:29]([F:32])=[CH:28][CH:27]=3)([OH:24])[C:20]([CH3:33])([CH3:34])[CH2:19]2)=[C:4]([CH:9]=1)[C:3]([NH:45][CH3:44])=[O:35].[Cl:71][C:69]1[C:68]([NH:72][CH3:73])=[CH:67][C:66]([O:74][CH2:75][CH2:76][CH2:77][N:78]2[CH2:83][CH2:82][C:81]([CH2:85][C:86]3[CH:91]=[CH:90][C:89]([F:92])=[CH:88][CH:87]=3)([OH:84])[C:80]([CH3:93])([CH3:94])[CH2:79]2)=[C:65]([CH:70]=1)[C:64]([NH:11][CH3:7])=[O:95]. The catalyst class is: 8. (4) Product: [Cl:23][C:22]1[CH:21]=[CH:20][C:4]([O:5][C:6]2[C:11]([C:12]3[CH:17]=[CH:16][N:15]=[C:14]([NH:18][CH3:19])[CH:13]=3)=[CH:10][CH:9]=[CH:8][N:7]=2)=[CH:3][C:2]=1[NH:1][C:27](=[O:28])[C:26]1[CH:30]=[C:31]([C:34]([F:35])([F:36])[F:37])[CH:32]=[CH:33][C:25]=1[F:24]. The catalyst class is: 22. Reactant: [NH2:1][C:2]1[CH:3]=[C:4]([CH:20]=[CH:21][C:22]=1[Cl:23])[O:5][C:6]1[C:11]([C:12]2[CH:17]=[CH:16][N:15]=[C:14]([NH:18][CH3:19])[CH:13]=2)=[CH:10][CH:9]=[CH:8][N:7]=1.[F:24][C:25]1[CH:33]=[CH:32][C:31]([C:34]([F:37])([F:36])[F:35])=[CH:30][C:26]=1[C:27](Cl)=[O:28].C(N(CC)CC)C. (5) Reactant: [CH3:1][O:2][C:3]1[CH:4]=[C:5]2[C:10](=[CH:11][C:12]=1[O:13][CH2:14][CH2:15][N:16](C)[C:17](OC(C)(C)C)=O)[N:9]=[CH:8][N:7]=[C:6]2[O:25][C:26]1[CH:27]=[C:28]2[C:32](=[CH:33][CH:34]=1)[NH:31][C:30]([CH3:35])=[CH:29]2.C(O)(C(F)(F)F)=O.C(N(CC)CC)C.[CH3:50][S:51](Cl)(=[O:53])=[O:52]. The catalyst class is: 2. Product: [CH3:1][O:2][C:3]1[CH:4]=[C:5]2[C:10](=[CH:11][C:12]=1[O:13][CH2:14][CH2:15][N:16]([CH3:17])[S:51]([CH3:50])(=[O:53])=[O:52])[N:9]=[CH:8][N:7]=[C:6]2[O:25][C:26]1[CH:27]=[C:28]2[C:32](=[CH:33][CH:34]=1)[NH:31][C:30]([CH3:35])=[CH:29]2.